From a dataset of Catalyst prediction with 721,799 reactions and 888 catalyst types from USPTO. Predict which catalyst facilitates the given reaction. (1) Reactant: [C:1]([C:5]1[CH:10]=[CH:9][CH:8]=[CH:7][C:6]=1[N:11]1[CH2:16][CH2:15][N:14]([C:17]([NH:19][C:20]2[CH:25]=[CH:24][C:23]([OH:26])=[CH:22][CH:21]=2)=[O:18])[CH2:13][CH2:12]1)([CH3:4])([CH3:3])[CH3:2].Br[CH2:28][C:29]([O:31][CH3:32])=[O:30].C(=O)([O-])[O-].[K+].[K+].O. Product: [C:1]([C:5]1[CH:10]=[CH:9][CH:8]=[CH:7][C:6]=1[N:11]1[CH2:12][CH2:13][N:14]([C:17]([NH:19][C:20]2[CH:21]=[CH:22][C:23]([O:26][CH2:28][C:29]([O:31][CH3:32])=[O:30])=[CH:24][CH:25]=2)=[O:18])[CH2:15][CH2:16]1)([CH3:4])([CH3:2])[CH3:3]. The catalyst class is: 3. (2) Product: [F:1][C:2]1[CH:12]=[CH:11][C:5]2[NH:6][CH2:7][CH2:8][S:9][C:4]=2[C:3]=1[F:13]. The catalyst class is: 1. Reactant: [F:1][C:2]1[CH:12]=[CH:11][C:5]2[NH:6][C:7](=O)[CH2:8][S:9][C:4]=2[C:3]=1[F:13].[Li]. (3) Reactant: [F:1][C:2]1[C:11]([CH:12]([C:14]2[N:18]3[N:19]=[C:20]([C:23](=O)[CH3:24])[CH:21]=[CH:22][C:17]3=[N:16][N:15]=2)[CH3:13])=[C:10]([F:26])[CH:9]=[C:8]2[C:3]=1[CH:4]=[CH:5][CH:6]=[N:7]2.Cl.[NH2:28][OH:29].Cl.[OH-].[Na+]. Product: [F:1][C:2]1[C:11]([CH:12]([C:14]2[N:18]3[N:19]=[C:20](/[C:23](=[N:28]/[OH:29])/[CH3:24])[CH:21]=[CH:22][C:17]3=[N:16][N:15]=2)[CH3:13])=[C:10]([F:26])[CH:9]=[C:8]2[C:3]=1[CH:4]=[CH:5][CH:6]=[N:7]2. The catalyst class is: 5. (4) Reactant: [CH:1]1([NH:4][C:5](=[O:31])[C:6]2[CH:11]=[C:10]([F:12])[C:9]([CH3:13])=[C:8]([C:14]3[CH:15]=[C:16]4[C:21](=[CH:22][CH:23]=3)[C:20](=[O:24])[N:19]([CH2:25][CH:26]3[CH2:28][CH2:27]3)[CH:18]=[C:17]4[CH:29]=O)[CH:7]=2)[CH2:3][CH2:2]1.[CH3:32][N:33]([CH:41]1[CH2:46][CH2:45][NH:44][CH2:43][CH2:42]1)C(=O)OC(C)(C)C.C(O[BH-](OC(=O)C)OC(=O)C)(=O)C.[Na+]. Product: [CH:1]1([NH:4][C:5](=[O:31])[C:6]2[CH:11]=[C:10]([F:12])[C:9]([CH3:13])=[C:8]([C:14]3[CH:15]=[C:16]4[C:21](=[CH:22][CH:23]=3)[C:20](=[O:24])[N:19]([CH2:25][CH:26]3[CH2:27][CH2:28]3)[CH:18]=[C:17]4[CH2:29][N:44]3[CH2:45][CH2:46][CH:41]([NH:33][CH3:32])[CH2:42][CH2:43]3)[CH:7]=2)[CH2:3][CH2:2]1. The catalyst class is: 4. (5) Reactant: [F:1][C:2]1[CH:3]=[C:4]([N:18]2[C:22]3=[N:23][CH:24]=[CH:25][CH:26]=[C:21]3[C:20]([C:27]([O:29]C)=O)=[N:19]2)[CH:5]=[C:6]([C:8]#[C:9][C@:10]2([OH:17])[CH2:14][CH2:13][N:12]([CH3:15])[C:11]2=[O:16])[CH:7]=1.[NH3:31]. Product: [F:1][C:2]1[CH:3]=[C:4]([N:18]2[C:22]3=[N:23][CH:24]=[CH:25][CH:26]=[C:21]3[C:20]([C:27]([NH2:31])=[O:29])=[N:19]2)[CH:5]=[C:6]([C:8]#[C:9][C@:10]2([OH:17])[CH2:14][CH2:13][N:12]([CH3:15])[C:11]2=[O:16])[CH:7]=1. The catalyst class is: 5. (6) The catalyst class is: 12. Reactant: [Cl:1][C:2]1[CH:3]=[C:4]([C:8]2[CH:13]=[CH:12][C:11]([CH2:14][C@@H:15]([NH:22][C:23]([C:25]3[O:29][C:28]([O:30]C)=[N:27][CH:26]=3)=[O:24])[CH2:16][C:17]([O:19][CH2:20][CH3:21])=[O:18])=[CH:10][CH:9]=2)[CH:5]=[CH:6][CH:7]=1.Cl. Product: [Cl:1][C:2]1[CH:3]=[C:4]([C:8]2[CH:9]=[CH:10][C:11]([CH2:14][C@@H:15]([NH:22][C:23]([C:25]3[O:29][C:28](=[O:30])[NH:27][CH:26]=3)=[O:24])[CH2:16][C:17]([O:19][CH2:20][CH3:21])=[O:18])=[CH:12][CH:13]=2)[CH:5]=[CH:6][CH:7]=1. (7) Reactant: [Cl:1][C:2]1[CH:7]=[CH:6][CH:5]=[CH:4][C:3]=1[CH:8]([N:12]1[CH2:17][CH2:16][C:15]2[S:18][CH:19]=[CH:20][C:14]=2[CH2:13]1)[C:9]([O-:11])=[O:10].O.[C@:22]12(CS(O)(=O)=O)C(C)(C)C(CC1)CC2=O.C(OCC)(=O)C.C([O-])(O)=O.[Na+]. Product: [Cl:1][C:2]1[CH:7]=[CH:6][CH:5]=[CH:4][C:3]=1[CH:8]([N:12]1[CH2:17][CH2:16][C:15]2[S:18][CH:19]=[CH:20][C:14]=2[CH2:13]1)[C:9]([O:11][CH3:22])=[O:10]. The catalyst class is: 95. (8) Reactant: [CH3:1][C:2]1[N:6]([CH2:7][C:8]2[CH:13]=[CH:12][CH:11]=[C:10]([N:14]3[CH2:19][CH2:18][CH:17]([S:20]([CH3:23])(=[O:22])=[O:21])[CH2:16][CH2:15]3)[CH:9]=2)[N:5]=[C:4]([C:24]2[O:28][N:27]=[C:26]([C:29]3[CH:34]=[CH:33][C:32]([O:35][C:36]([F:39])([F:38])[F:37])=[CH:31][CH:30]=3)[N:25]=2)[N:3]=1.[C:40]1([S:46]([OH:49])(=[O:48])=[O:47])[CH:45]=[CH:44][CH:43]=[CH:42][CH:41]=1. Product: [C:40]1([S:46]([O-:49])(=[O:48])=[O:47])[CH:45]=[CH:44][CH:43]=[CH:42][CH:41]=1.[CH3:1][C:2]1[N:6]([CH2:7][C:8]2[CH:9]=[C:10]([NH+:14]3[CH2:19][CH2:18][CH:17]([S:20]([CH3:23])(=[O:21])=[O:22])[CH2:16][CH2:15]3)[CH:11]=[CH:12][CH:13]=2)[N:5]=[C:4]([C:24]2[O:28][N:27]=[C:26]([C:29]3[CH:30]=[CH:31][C:32]([O:35][C:36]([F:38])([F:37])[F:39])=[CH:33][CH:34]=3)[N:25]=2)[N:3]=1. The catalyst class is: 2. (9) The catalyst class is: 34. Product: [Cl:1][C:2]1[N:7]=[CH:6][N:5]=[C:4]2[C:3]=1[N:11]=[C:42]([CH:43]([F:44])[F:45])[N:8]2[CH2:9][CH3:10]. Reactant: [Cl:1][C:2]1[N:7]=[CH:6][N:5]=[C:4]([NH:8][CH2:9][CH3:10])[C:3]=1[NH2:11].ClC1N=CN=C2C=1N=C(C1C=NC(C)=NC=1)N2CC.N1C=CC=CC=1.[F:44][CH:43]([F:45])[C:42](O[C:42](=O)[CH:43]([F:45])[F:44])=O. (10) Reactant: O[CH2:2][C:3]1[CH:8]=[C:7]([C:9]([F:12])([F:11])[F:10])[CH:6]=[CH:5][C:4]=1[C:13]1[CH:14]=[C:15]([C:21]2[CH:26]=[CH:25][C:24]([C:27]([O:29][CH3:30])=[O:28])=[CH:23][C:22]=2[CH3:31])[CH:16]=[CH:17][C:18]=1[O:19][CH3:20].C(Br)(Br)(Br)[Br:33].C1(P(C2C=CC=CC=2)C2C=CC=CC=2)C=CC=CC=1. Product: [Br:33][CH2:2][C:3]1[CH:8]=[C:7]([C:9]([F:12])([F:11])[F:10])[CH:6]=[CH:5][C:4]=1[C:13]1[CH:14]=[C:15]([C:21]2[CH:26]=[CH:25][C:24]([C:27]([O:29][CH3:30])=[O:28])=[CH:23][C:22]=2[CH3:31])[CH:16]=[CH:17][C:18]=1[O:19][CH3:20]. The catalyst class is: 2.